This data is from Experimentally validated miRNA-target interactions with 360,000+ pairs, plus equal number of negative samples. The task is: Binary Classification. Given a miRNA mature sequence and a target amino acid sequence, predict their likelihood of interaction. (1) The protein sequence of the target gene is MEEDEFIGEKTFQRYCAEFIKHSQQIGDSWEWRPSKDCSDGYMCKIHFQIKNGSVMSHLGASTHGQTCLPMEEAFELPLDDCEVIETAAASEVIKYEYHVLYSCSYQVPVLYFRASFLDGRPLTLKDIWEGVHECYKMRLLQGPWDTITQQEHPILGQPFFVLHPCKTNEFMTPVLKNSQKINKNVNYITSWLSIVGPVVGLNLPLSYAKATSQDERNVP. Result: 0 (no interaction). The miRNA is rno-miR-21-3p with sequence CAACAGCAGUCGAUGGGCUGUC. (2) The miRNA is hsa-miR-1255b-5p with sequence CGGAUGAGCAAAGAAAGUGGUU. The protein sequence of the target gene is MEDEDGEDRALLGGRREADSAVHGAPRALSALCDPSRLAHRLVVLSLMCFLGFGSYFCYDNPAALQTQVKRDMQVNTTKFMLLYAWYSWPNVVLCFLGGFLIDRIFGIRWGTVIFSCFVCIGQVIFALGGIFNAFWLMELGRFVFGIGGESLAVAQNTYAVSWFKGKELNLVFGLQLSMARIGSTVNMNLMGWLYGKIEALLGSAGHMTLGVTLMIGCITCIFSLICALALAYLDRRAEKILHKEQGKTGEVIKLRDIKDFSLPLILVFVICVCYYVAVFPFIGLGKVFFMEKFRFSSQS.... Result: 0 (no interaction).